This data is from Catalyst prediction with 721,799 reactions and 888 catalyst types from USPTO. The task is: Predict which catalyst facilitates the given reaction. (1) Reactant: [NH2:1][C:2]1[CH:7]=[CH:6][CH:5]=[CH:4][CH:3]=1.C(N(CC)CC)C.[CH2:15]([S:19](Cl)(=[O:21])=[O:20])[CH2:16][CH2:17][CH3:18]. Product: [CH2:15]([S:19]([NH:1][C:2]1[CH:7]=[CH:6][CH:5]=[CH:4][CH:3]=1)(=[O:21])=[O:20])[CH2:16][CH2:17][CH3:18]. The catalyst class is: 2. (2) The catalyst class is: 3. Product: [NH2:2][C@@H:3]([CH2:8][CH2:9][CH:10]([CH2:15][C:16]1[CH:17]=[CH:18][C:19]([O:22][CH2:26][F:27])=[CH:20][CH:21]=1)[C:11]([O:13][CH3:14])=[O:12])[C:4]([O:6][CH3:7])=[O:5]. Reactant: Cl.[NH2:2][C@@H:3]([CH2:8][CH2:9][CH:10]([CH2:15][C:16]1[CH:21]=[CH:20][C:19]([OH:22])=[CH:18][CH:17]=1)[C:11]([O:13][CH3:14])=[O:12])[C:4]([O:6][CH3:7])=[O:5].[H-].[Na+].Br[CH2:26][F:27].O. (3) Product: [Cl:29][C:30]1[CH:37]=[CH:36][CH:35]=[C:34]([Cl:38])[C:31]=1[CH2:32][N:1]1[CH2:5][CH2:4][CH:3]([CH2:6][NH:7][C:8]([CH:10]2[C:15]3[N:16]=[C:17]([NH:19][C:20](=[O:28])[CH2:21][CH:22]4[CH2:23][CH2:24][CH2:25][CH2:26][CH2:27]4)[S:18][C:14]=3[CH2:13][CH2:12][CH2:11]2)=[O:9])[CH2:2]1. The catalyst class is: 2. Reactant: [NH:1]1[CH2:5][CH2:4][CH:3]([CH2:6][NH:7][C:8]([CH:10]2[C:15]3[N:16]=[C:17]([NH:19][C:20](=[O:28])[CH2:21][CH:22]4[CH2:27][CH2:26][CH2:25][CH2:24][CH2:23]4)[S:18][C:14]=3[CH2:13][CH2:12][CH2:11]2)=[O:9])[CH2:2]1.[Cl:29][C:30]1[CH:37]=[CH:36][CH:35]=[C:34]([Cl:38])[C:31]=1[CH:32]=O.